Task: Regression/Classification. Given a drug SMILES string, predict its absorption, distribution, metabolism, or excretion properties. Task type varies by dataset: regression for continuous measurements (e.g., permeability, clearance, half-life) or binary classification for categorical outcomes (e.g., BBB penetration, CYP inhibition). For this dataset (lipophilicity_astrazeneca), we predict Y.. Dataset: Experimental lipophilicity measurements (octanol/water distribution) for 4,200 compounds from AstraZeneca (1) The compound is O=S(=O)(NCC(c1ccccc1)N1CCCCCC1)c1ccccc1OC(F)(F)F. The Y is 4.09 logD. (2) The drug is COc1cc(OC2CCN(C)CC2)c2c(Nc3cccc4c3OCO4)ncnc2c1. The Y is 3.02 logD.